Dataset: Forward reaction prediction with 1.9M reactions from USPTO patents (1976-2016). Task: Predict the product of the given reaction. The product is: [CH2:22]([O:29][C:30]1[C:34]([O:35][CH2:20][O:19][P:1]([O:11][CH2:12][C:13]2[CH:18]=[CH:17][CH:16]=[CH:15][CH:14]=2)([O:3][CH2:4][C:5]2[CH:10]=[CH:9][CH:8]=[CH:7][CH:6]=2)=[O:2])=[C:33]([C:36](=[O:40])[N:37]([CH3:39])[CH3:38])[N:32]([C:41]2[CH:42]=[CH:43][C:44]([O:47][CH3:48])=[CH:45][CH:46]=2)[C:31]=1[C:49]([O:51][CH2:52][CH3:53])=[O:50])[C:23]1[CH:28]=[CH:27][CH:26]=[CH:25][CH:24]=1. Given the reactants [P:1]([O:19][CH2:20]Cl)([O:11][CH2:12][C:13]1[CH:18]=[CH:17][CH:16]=[CH:15][CH:14]=1)([O:3][CH2:4][C:5]1[CH:10]=[CH:9][CH:8]=[CH:7][CH:6]=1)=[O:2].[CH2:22]([O:29][C:30]1[C:34]([OH:35])=[C:33]([C:36](=[O:40])[N:37]([CH3:39])[CH3:38])[N:32]([C:41]2[CH:46]=[CH:45][C:44]([O:47][CH3:48])=[CH:43][CH:42]=2)[C:31]=1[C:49]([O:51][CH2:52][CH3:53])=[O:50])[C:23]1[CH:28]=[CH:27][CH:26]=[CH:25][CH:24]=1.C([O-])([O-])=O.[K+].[K+].O, predict the reaction product.